The task is: Predict the reactants needed to synthesize the given product.. This data is from Full USPTO retrosynthesis dataset with 1.9M reactions from patents (1976-2016). (1) Given the product [S:31]1[C:14]2[CH2:13][N:12]([CH2:15][CH2:16][CH2:17][CH2:18][O:19][C:20]3[CH:29]=[CH:28][C:27]4[C:22](=[C:23]([OH:30])[CH:24]=[CH:25][CH:26]=4)[N:21]=3)[CH2:11][CH2:10][C:34]=2[CH:33]=[CH:32]1, predict the reactants needed to synthesize it. The reactants are: ClC1C(Cl)=CC=CC=1N1[CH2:14][CH2:13][N:12]([CH2:15][CH2:16][CH2:17][CH2:18][O:19][C:20]2[CH:29]=[CH:28][C:27]3[C:22](=[C:23]([OH:30])[CH:24]=[CH:25][CH:26]=3)[N:21]=2)[CH2:11][CH2:10]1.[S:31]1C2CNCC[C:34]=2[CH:33]=[CH:32]1. (2) Given the product [CH2:17]([O:1][C:2]1[C:11]2[C:6](=[CH:7][CH:8]=[CH:9][CH:10]=2)[CH:5]=[C:4]([C:12]([O:14][CH2:15][CH3:16])=[O:13])[CH:3]=1)[C:18]1[CH:23]=[CH:22][CH:21]=[CH:20][CH:19]=1, predict the reactants needed to synthesize it. The reactants are: [OH:1][C:2]1[C:11]2[C:6](=[CH:7][CH:8]=[CH:9][CH:10]=2)[CH:5]=[C:4]([C:12]([O:14][CH2:15][CH3:16])=[O:13])[CH:3]=1.[CH2:17](Br)[C:18]1[CH:23]=[CH:22][CH:21]=[CH:20][CH:19]=1. (3) Given the product [Cl:15][CH2:14][C:11]1[N:10]=[N:9][C:8]([C:3]2[C:2]([Cl:1])=[CH:7][CH:6]=[CH:5][N:4]=2)=[CH:13][CH:12]=1, predict the reactants needed to synthesize it. The reactants are: [Cl:1][C:2]1[C:3]([C:8]2[N:9]=[N:10][C:11]([CH3:14])=[CH:12][CH:13]=2)=[N:4][CH:5]=[CH:6][CH:7]=1.[Cl:15]N1C(=O)N(Cl)C(=O)N(Cl)C1=O. (4) Given the product [C:11]([O:20][C:17]([N:37]1[CH2:36][CH2:35][C@@H:34]([N:9]2[CH2:8][C:16]3[C:11](=[CH:12][CH:13]=[C:14]([Cl:1])[CH:15]=3)[CH2:10]2)[CH2:32]1)=[O:18])([CH3:16])([CH3:12])[CH3:10], predict the reactants needed to synthesize it. The reactants are: [ClH:1].ClC1NC=C([C@H:8]2[C:16]3[C:11](=[CH:12][CH:13]=[CH:14][CH:15]=3)[CH2:10][NH:9]2)C1.[C:17]([O-:20])([O-])=[O:18].[K+].[K+].BrCCC=C1C2[CH:34]=[CH:35][CH:36]=[N:37][C:32]=2COC2C=CC(C(O)(C)C)=CC1=2. (5) Given the product [NH2:8][CH:9]([C:31]([CH3:34])([CH3:33])[CH3:32])[C:10]([N:12]1[CH2:16][CH2:15][CH:14]([O:17][C:18](=[O:20])[CH3:19])[CH:13]1[CH2:21][C:22]1[C:30]2[C:25](=[N:26][CH:27]=[CH:28][CH:29]=2)[NH:24][CH:23]=1)=[O:11], predict the reactants needed to synthesize it. The reactants are: C(OC([NH:8][CH:9]([C:31]([CH3:34])([CH3:33])[CH3:32])[C:10]([N:12]1[CH2:16][CH2:15][CH:14]([O:17][C:18](=[O:20])[CH3:19])[CH:13]1[CH2:21][C:22]1[C:30]2[C:25](=[N:26][CH:27]=[CH:28][CH:29]=2)[NH:24][CH:23]=1)=[O:11])=O)(C)(C)C.C(O)(C(F)(F)F)=O. (6) Given the product [CH3:19][C:18](=[CH2:17])[CH2:20][O:1][C:2]1[CH:11]=[C:10]([NH:12][CH3:13])[C:9]([N+:14]([O-:16])=[O:15])=[CH:8][C:3]=1[C:4]([O:6][CH3:7])=[O:5], predict the reactants needed to synthesize it. The reactants are: [OH:1][C:2]1[CH:11]=[C:10]([NH:12][CH3:13])[C:9]([N+:14]([O-:16])=[O:15])=[CH:8][C:3]=1[C:4]([O:6][CH3:7])=[O:5].[CH2:17](Cl)[C:18](=[CH2:20])[CH3:19].C(=O)([O-])[O-].[K+].[K+].